From a dataset of Reaction yield outcomes from USPTO patents with 853,638 reactions. Predict the reaction yield, written as a fraction of the theoretical maximum amount of product (1.0 means a 100% yield; for example, 0.34 means a 34% yield). (1) The reactants are [CH2:1]([NH:8][C@H:9]([CH2:17][OH:18])[CH2:10][C:11]1[CH:16]=[CH:15][CH:14]=[CH:13][CH:12]=1)[C:2]1[CH:7]=[CH:6][CH:5]=[CH:4][CH:3]=1.CO.[C:21](O[C:21]([O:23][C:24]([CH3:27])([CH3:26])[CH3:25])=[O:22])([O:23][C:24]([CH3:27])([CH3:26])[CH3:25])=[O:22]. The catalyst is C(N(CC)CC)C. The product is [C:24]([O:23][C:21]([N:8]([CH2:1][C:2]1[CH:7]=[CH:6][CH:5]=[CH:4][CH:3]=1)[C@H:9]([CH2:17][OH:18])[CH2:10][C:11]1[CH:16]=[CH:15][CH:14]=[CH:13][CH:12]=1)=[O:22])([CH3:27])([CH3:26])[CH3:25]. The yield is 0.970. (2) The reactants are I[C:2]1[C:3]2[C:8]([C:9]([C:16]3[CH:21]=[CH:20][CH:19]=[CH:18][CH:17]=3)=[C:10]3[C:15]=1[CH:14]=[CH:13][CH:12]=[CH:11]3)=[CH:7][CH:6]=[CH:5][CH:4]=2.[Br:22][C:23]1[CH:28]=[CH:27][C:26]([C:29]2[CH:34]=[CH:33][C:32](B(O)O)=[CH:31][CH:30]=2)=[CH:25][CH:24]=1.C(=O)([O-])[O-].[Na+].[Na+]. The catalyst is C1C=CC([P]([Pd]([P](C2C=CC=CC=2)(C2C=CC=CC=2)C2C=CC=CC=2)([P](C2C=CC=CC=2)(C2C=CC=CC=2)C2C=CC=CC=2)[P](C2C=CC=CC=2)(C2C=CC=CC=2)C2C=CC=CC=2)(C2C=CC=CC=2)C2C=CC=CC=2)=CC=1.C1(C)C=CC=CC=1. The product is [Br:22][C:23]1[CH:28]=[CH:27][C:26]([C:29]2[CH:34]=[CH:33][C:32]([C:2]3[C:3]4[C:8]([C:9]([C:16]5[CH:21]=[CH:20][CH:19]=[CH:18][CH:17]=5)=[C:10]5[C:15]=3[CH:14]=[CH:13][CH:12]=[CH:11]5)=[CH:7][CH:6]=[CH:5][CH:4]=4)=[CH:31][CH:30]=2)=[CH:25][CH:24]=1. The yield is 0.400. (3) The reactants are C(N(CC)C(C)C)(C)C.[C:10]([O:14][C:15](=[O:42])[N:16]([CH:18]1[CH2:23][CH2:22][CH:21]([NH:24][CH2:25][C:26]2[CH:27]=[C:28]([C:34]3[CH:39]=[CH:38][C:37]([C:40]#[N:41])=[CH:36][CH:35]=3)[C:29]([O:32][CH3:33])=[CH:30][CH:31]=2)[CH2:20][CH2:19]1)[CH3:17])([CH3:13])([CH3:12])[CH3:11].[Cl:43][C:44]1[C:45]2[CH:55]=[CH:54][CH:53]=[CH:52][C:46]=2[S:47][C:48]=1[C:49](Cl)=[O:50]. The catalyst is ClCCl. The product is [C:10]([O:14][C:15](=[O:42])[N:16]([CH:18]1[CH2:23][CH2:22][CH:21]([N:24]([C:49]([C:48]2[S:47][C:46]3[CH:52]=[CH:53][CH:54]=[CH:55][C:45]=3[C:44]=2[Cl:43])=[O:50])[CH2:25][C:26]2[CH:27]=[C:28]([C:34]3[CH:39]=[CH:38][C:37]([C:40]#[N:41])=[CH:36][CH:35]=3)[C:29]([O:32][CH3:33])=[CH:30][CH:31]=2)[CH2:20][CH2:19]1)[CH3:17])([CH3:13])([CH3:11])[CH3:12]. The yield is 0.930. (4) The reactants are [F:1][C:2]1[CH:7]=[CH:6][C:5]([CH:8]=[CH:9][C:10](O)=O)=[CH:4][CH:3]=1.C(Cl)(=O)C(Cl)=O.S1(CCCC1)(=O)=O.S(N)([NH2:29])(=O)=O.[OH-].[Na+]. The catalyst is ClCCl.CN(C=O)C. The product is [F:1][C:2]1[CH:7]=[CH:6][C:5](/[CH:8]=[CH:9]/[C:10]#[N:29])=[CH:4][CH:3]=1. The yield is 0.960. (5) The reactants are [C:1]([CH2:3][C:4]1[CH:13]=[CH:12][C:7]([C:8]([O:10][CH3:11])=[O:9])=[CH:6][CH:5]=1)#[N:2].P([S-])(OCC)(OCC)=[S:15].C(=O)([O-])O.[Na+].[OH-].[Na+]. The catalyst is C(OCC)(=O)C.Cl. The product is [NH2:2][C:1](=[S:15])[CH2:3][C:4]1[CH:13]=[CH:12][C:7]([C:8]([O:10][CH3:11])=[O:9])=[CH:6][CH:5]=1. The yield is 0.750. (6) The reactants are [Cl:1][C:2]1[CH:7]=[CH:6][CH:5]=[CH:4][C:3]=1[N:8]1[C:16](=[O:17])[C:15]2[C@H:14]3[C:18]([CH3:20])([CH3:19])[C@:11]([CH3:21])([CH2:12][CH2:13]3)[C:10]=2[NH:9]1.I[CH3:23]. The catalyst is CN1CCCC1. The product is [Cl:1][C:2]1[CH:7]=[CH:6][CH:5]=[CH:4][C:3]=1[N:8]1[C:16](=[O:17])[C:15]2[C@H:14]3[C:18]([CH3:20])([CH3:19])[C@:11]([CH3:21])([CH2:12][CH2:13]3)[C:10]=2[N:9]1[CH3:23]. The yield is 0.670.